From a dataset of Reaction yield outcomes from USPTO patents with 853,638 reactions. Predict the reaction yield, written as a fraction of the theoretical maximum amount of product (1.0 means a 100% yield; for example, 0.34 means a 34% yield). (1) The yield is 0.850. The catalyst is CC(O)=O. The reactants are [Cl:1][CH2:2][C:3]([C:5]1[CH:9]=[C:8]([C:10](=[O:19])[C:11]2[CH:16]=[CH:15][C:14]([S:17][CH3:18])=[CH:13][CH:12]=2)[N:7]([CH3:20])[CH:6]=1)=[O:4].B1([O-])O[O:22]1.O.O.O.O.[Na+]. The product is [Cl:1][CH2:2][C:3]([C:5]1[CH:9]=[C:8]([C:10](=[O:19])[C:11]2[CH:16]=[CH:15][C:14]([S:17]([CH3:18])=[O:22])=[CH:13][CH:12]=2)[N:7]([CH3:20])[CH:6]=1)=[O:4]. (2) The reactants are [F:1][C:2]1[CH:10]=[C:9]2[C:5]([C:6]([C:20]3[CH:21]=[N:22][N:23]([CH2:25][CH:26]4[CH2:31][CH2:30]N(C(OC(C)(C)C)=O)CC4)[CH:24]=3)=[CH:7][N:8]2S(C2C=CC=CC=2)(=O)=O)=[CH:4][CH:3]=1.FC1C=C2C(=CC=1F)NC=C2C1C=NN(CC2CCNCC2)C=1.CS(OCC1CC[S:71](=[O:75])(=[O:74])[CH2:70][CH2:69]1)(=O)=O. No catalyst specified. The product is [F:1][C:2]1[CH:10]=[C:9]2[C:5]([C:6]([C:20]3[CH:21]=[N:22][N:23]([CH2:25][CH:26]4[CH2:69][CH2:70][S:71](=[O:75])(=[O:74])[CH2:30][CH2:31]4)[CH:24]=3)=[CH:7][NH:8]2)=[CH:4][CH:3]=1. The yield is 0.320. (3) The reactants are C[Si]([N-][Si](C)(C)C)(C)C.[Li+].F[C:12]1[C:13]([C:18]2[NH:27][C:26](=[O:28])[C:25]3[C:20](=[CH:21][C:22]([O:31][CH3:32])=[CH:23][C:24]=3[O:29][CH3:30])[N:19]=2)=[N:14][CH:15]=[CH:16][CH:17]=1.[NH2:33][CH2:34][CH2:35][CH2:36][NH:37][C:38](=[O:42])[CH:39]([CH3:41])[CH3:40]. The catalyst is C1COCC1.[NH4+].[Cl-]. The product is [CH3:30][O:29][C:24]1[CH:23]=[C:22]([O:31][CH3:32])[CH:21]=[C:20]2[C:25]=1[C:26](=[O:28])[NH:27][C:18]([C:13]1[C:12]([NH:33][CH2:34][CH2:35][CH2:36][NH:37][C:38](=[O:42])[CH:39]([CH3:41])[CH3:40])=[CH:17][CH:16]=[CH:15][N:14]=1)=[N:19]2. The yield is 0.400. (4) The reactants are [Cl:1][C:2]1[CH:7]=[C:6](/[CH:8]=[CH:9]/[CH:10]([C:15]2[CH:20]=[C:19]([Cl:21])[C:18]([Cl:22])=[C:17]([Cl:23])[CH:16]=2)[C:11]([F:14])([F:13])[F:12])[CH:5]=[CH:4][C:3]=1[CH2:24][NH2:25].[CH3:26][N:27]([CH3:31])[C:28](Cl)=[O:29]. The catalyst is C(Cl)Cl. The product is [Cl:1][C:2]1[CH:7]=[C:6](/[CH:8]=[CH:9]/[CH:10]([C:15]2[CH:20]=[C:19]([Cl:21])[C:18]([Cl:22])=[C:17]([Cl:23])[CH:16]=2)[C:11]([F:14])([F:13])[F:12])[CH:5]=[CH:4][C:3]=1[CH2:24][NH:25][C:28](=[O:29])[N:27]([CH3:31])[CH3:26]. The yield is 0.600. (5) The reactants are [NH:1]1[C:9]2[C:4](=[CH:5][CH:6]=[CH:7][CH:8]=2)[CH:3]=[C:2]1[CH2:10][OH:11].[CH3:12][C:13]([Si:16](Cl)([CH3:18])[CH3:17])([CH3:15])[CH3:14].N1C=CN=C1. The catalyst is C(Cl)Cl. The product is [Si:16]([O:11][CH2:10][C:2]1[NH:1][C:9]2[C:4]([CH:3]=1)=[CH:5][CH:6]=[CH:7][CH:8]=2)([C:13]([CH3:15])([CH3:14])[CH3:12])([CH3:18])[CH3:17]. The yield is 0.990. (6) The reactants are CO[C:3](=[O:24])[C:4]1[CH:9]=[CH:8][C:7]([O:10][CH2:11][C:12]2[C:13]([CH:18]3[CH2:23][CH2:22][CH2:21][CH2:20][CH2:19]3)=[N:14][O:15][C:16]=2[CH3:17])=[N:6][CH:5]=1.[NH2:25][C:26]([CH3:30])([CH3:29])[CH2:27][OH:28]. No catalyst specified. The product is [CH:18]1([C:13]2[C:12]([CH2:11][O:10][C:7]3[CH:8]=[CH:9][C:4]([C:3]([NH:25][C:26]([CH3:30])([CH3:29])[CH2:27][OH:28])=[O:24])=[CH:5][N:6]=3)=[C:16]([CH3:17])[O:15][N:14]=2)[CH2:19][CH2:20][CH2:21][CH2:22][CH2:23]1. The yield is 0.580.